The task is: Predict the product of the given reaction.. This data is from Forward reaction prediction with 1.9M reactions from USPTO patents (1976-2016). (1) The product is: [CH3:1][O:2][C:3]1[CH:8]=[CH:7][CH:6]=[C:5]([O:9][CH3:10])[C:4]=1[CH2:22][C:21]1[CH:24]=[CH:25][C:18]([CH2:16][CH3:17])=[CH:19][CH:20]=1. Given the reactants [CH3:1][O:2][C:3]1[CH:8]=[CH:7][CH:6]=[C:5]([O:9][CH3:10])[CH:4]=1.C([Li])CCC.[CH2:16]([C:18]1[CH:25]=[CH:24][C:21]([CH2:22]Br)=[CH:20][CH:19]=1)[CH3:17].[Cl-].[NH4+], predict the reaction product. (2) The product is: [CH2:1]([NH:8][C:9]1[N:10]=[C:11]2[C:16](=[CH:17][CH:18]=1)[NH:15][CH:14]=[C:13]([C:19]([OH:21])=[O:20])[C:12]2=[O:24])[C:2]1[CH:7]=[CH:6][CH:5]=[CH:4][CH:3]=1. Given the reactants [CH2:1]([NH:8][C:9]1[N:10]=[C:11]2[C:16](=[CH:17][CH:18]=1)[NH:15][CH:14]=[C:13]([C:19]([O:21]CC)=[O:20])[C:12]2=[O:24])[C:2]1[CH:7]=[CH:6][CH:5]=[CH:4][CH:3]=1.[OH-].[Na+].[Cl-].[NH4+], predict the reaction product. (3) Given the reactants Cl[C:2]1[N:7]=[C:6]([C:8]2[C:9]([C:17]3[CH:18]=[C:19]([NH:23][C:24](=[O:33])[C:25]4[C:30](F)=[CH:29][CH:28]=[CH:27][C:26]=4F)[CH:20]=[CH:21][CH:22]=3)=[N:10][N:11]3[CH:16]=[CH:15][CH:14]=[CH:13][C:12]=23)[CH:5]=[CH:4][N:3]=1.CN1CCN([C:41]2[CH:47]=[CH:46][C:44]([NH2:45])=[CH:43][CH:42]=2)CC1, predict the reaction product. The product is: [CH2:2]1[C:42]2[C:41](=[CH:47][CH:46]=[C:44]([NH:45][C:2]3[N:7]=[C:6]([C:8]4[C:9]([C:17]5[CH:18]=[C:19]([NH:23][C:24](=[O:33])[C:25]6[CH:30]=[CH:29][CH:28]=[CH:27][CH:26]=6)[CH:20]=[CH:21][CH:22]=5)=[N:10][N:11]5[CH:16]=[CH:15][CH:14]=[CH:13][C:12]=45)[CH:5]=[CH:4][N:3]=3)[CH:43]=2)[CH2:5][CH2:4][NH:3]1. (4) Given the reactants C[O:2][C:3]1C=C(CO)C=C[CH:8]=1.[CH3:11][O:12][C:13]1[CH:14]=[C:15]([CH2:21]O)[CH:16]=[C:17]([O:19][CH3:20])[CH:18]=1.C[O:24][C:25]1C=C(CCO)[CH:28]=[CH:29][CH:30]=1.[CH3:34][O:35][C:36]1[CH:37]=[C:38]([CH:41]=[C:42]([O:44][CH3:45])[CH:43]=1)[CH:39]=O, predict the reaction product. The product is: [CH3:20][O:19][C:17]1[CH:16]=[C:15]([CH2:21][CH2:8][CH2:3][OH:2])[CH:14]=[C:13]([O:12][CH3:11])[CH:18]=1.[CH3:34][O:35][C:36]1[CH:37]=[C:38]([CH2:39][CH2:28][CH2:29][CH2:30][CH2:25][OH:24])[CH:41]=[C:42]([O:44][CH3:45])[CH:43]=1. (5) Given the reactants C([N:8](C(C1C=CC=CC=1)C)[CH:9]([CH:20]1[CH2:25][CH2:24][CH2:23][CH2:22][CH2:21]1)[CH2:10][C:11]([NH:13][CH2:14][CH2:15][C:16]([CH3:19])([CH3:18])[CH3:17])=[O:12])C1C=CC=CC=1.CO.[H][H], predict the reaction product. The product is: [NH2:8][CH:9]([CH:20]1[CH2:21][CH2:22][CH2:23][CH2:24][CH2:25]1)[CH2:10][C:11]([NH:13][CH2:14][CH2:15][C:16]([CH3:19])([CH3:18])[CH3:17])=[O:12]. (6) Given the reactants Cl.Br[C:3]1[CH:8]=[CH:7][N:6]=[CH:5][CH:4]=1.[F:9][C:10]1[CH:15]=[CH:14][CH:13]=[CH:12][C:11]=1B(O)O, predict the reaction product. The product is: [F:9][C:10]1[CH:15]=[CH:14][CH:13]=[CH:12][C:11]=1[C:3]1[CH:8]=[CH:7][N:6]=[CH:5][CH:4]=1. (7) Given the reactants [OH:1][CH2:2][C@H:3]([NH:14][C:15]([C@H:17]1[CH2:19][C@@H:18]1[C:20]1[CH:25]=[CH:24][CH:23]=[CH:22][CH:21]=1)=[O:16])[C:4]1C=N[C:7]([O:10][CH2:11][CH2:12]C)=[CH:8][CH:9]=1.[NH2:26][C@H:27](C1C=CC(OCC)=CN=1)CO.BrC1C=CC(OCC)=CN=1, predict the reaction product. The product is: [CH2:11]([O:10][C:7]1[CH:8]=[CH:9][C:4]([C@@H:3]([NH:14][C:15]([C@H:17]2[CH2:19][C@@H:18]2[C:20]2[CH:21]=[CH:22][CH:23]=[CH:24][CH:25]=2)=[O:16])[CH2:2][OH:1])=[N:26][CH:27]=1)[CH3:12]. (8) The product is: [C:1]([C:4]1[CH:9]=[CH:8][C:7]([C:10]2[CH:11]=[CH:12][C:13]([CH2:16][C:17]([S:72]([C:75]3[CH:80]=[CH:79][CH:78]=[CH:77][N:76]=3)(=[O:74])=[O:73])([NH2:31])[C:18]3[N:23]=[C:22]([NH:24][CH2:25][C:26]([OH:28])=[O:81])[CH:21]=[CH:20][CH:19]=3)=[CH:14][CH:15]=2)=[CH:6][CH:5]=1)#[C:2][CH3:3]. Given the reactants [C:1]([C:4]1[CH:9]=[CH:8][C:7]([C:10]2[CH:15]=[CH:14][C:13]([CH2:16][CH:17]([NH:31]S(C3C=CC=CN=3)(=O)=O)[C:18]3[N:23]=[C:22]([NH:24][CH2:25][C:26]([O:28]CC)=O)[CH:21]=[CH:20][CH:19]=3)=[CH:12][CH:11]=2)=[CH:6][CH:5]=1)#[C:2][CH3:3].C(C1C=CC=CC=1C1C=CC(CC(N[S:72]([C:75]2[CH:80]=[CH:79][CH:78]=[CH:77][N:76]=2)(=[O:74])=[O:73])C2N=C(NCC(OCC)=O)C=CC=2)=CC=1)#CC.[OH-:81].[Na+], predict the reaction product. (9) Given the reactants [C:1]([C:3]1[CH:10]=[CH:9][C:6]([CH:7]=O)=[CH:5][CH:4]=1)#[N:2].[C:11]([CH2:13][C:14]([O:16][CH2:17][CH3:18])=[O:15])#[N:12].N1CCCCC1, predict the reaction product. The product is: [CH2:17]([O:16][C:14](=[O:15])[C:13]([C:11]#[N:12])=[CH:7][C:6]1[CH:9]=[CH:10][C:3]([C:1]#[N:2])=[CH:4][CH:5]=1)[CH3:18].